Task: Regression/Classification. Given a drug SMILES string, predict its absorption, distribution, metabolism, or excretion properties. Task type varies by dataset: regression for continuous measurements (e.g., permeability, clearance, half-life) or binary classification for categorical outcomes (e.g., BBB penetration, CYP inhibition). Dataset: hlm.. Dataset: Human liver microsome stability data (1) The drug is COC(=O)Nc1ccc(-c2[nH]c([C@H](CC(=O)N3CCN(C)CC3)NC(=O)C=Cc3cc(Cl)ccc3-n3cnnn3)nc2Cl)cc1. The result is 1 (stable in human liver microsomes). (2) The compound is COCCOc1cc2ncnc(N3CCN(C(=O)Nc4ccc(C#N)cc4)CC3)c2cc1OCCOC. The result is 0 (unstable in human liver microsomes). (3) The molecule is COC(=O)Nc1ccc2c(c1)NC(=O)[C@H](C)CCC[C@H](NC(=O)c1ncn(-c3cccc(Cl)c3F)c1C)c1cc-2ccn1. The result is 0 (unstable in human liver microsomes). (4) The molecule is C=C(C)[C@@H]1CC[C@]2(CNCCCN3CCS(=O)(=O)CC3)CC[C@]3(C)[C@H](CC[C@@H]4[C@@]5(C)CC=C(c6ccc(C(=O)O)cc6)C(C)(C)[C@@H]5CC[C@]43C)[C@@H]12. The result is 0 (unstable in human liver microsomes).